This data is from Forward reaction prediction with 1.9M reactions from USPTO patents (1976-2016). The task is: Predict the product of the given reaction. (1) Given the reactants [NH2:1][C:2]1[N:7]=[C:6](Cl)[C:5]([C:9]#[N:10])=[C:4]([S:11][CH3:12])[N:3]=1.[F:13][C:14]1[CH:19]=[CH:18][CH:17]=[CH:16][C:15]=1B(O)O.C(=O)([O-])[O-].[K+].[K+], predict the reaction product. The product is: [NH2:1][C:2]1[N:7]=[C:6]([C:15]2[CH:16]=[CH:17][CH:18]=[CH:19][C:14]=2[F:13])[C:5]([C:9]#[N:10])=[C:4]([S:11][CH3:12])[N:3]=1. (2) Given the reactants [F:1][C:2]1[CH:7]=[CH:6][C:5]([C:8]2[N:12]=[N:11][N:10]([CH3:13])[C:9]=2[CH2:14][O:15][C:16]2[CH:24]=[CH:23][C:19]([C:20]([OH:22])=O)=[CH:18][N:17]=2)=[CH:4][CH:3]=1.[NH2:25][N:26]1[CH2:31][CH2:30][O:29][CH2:28][CH2:27]1, predict the reaction product. The product is: [F:1][C:2]1[CH:3]=[CH:4][C:5]([C:8]2[N:12]=[N:11][N:10]([CH3:13])[C:9]=2[CH2:14][O:15][C:16]2[CH:24]=[CH:23][C:19]([C:20]([NH:25][N:26]3[CH2:31][CH2:30][O:29][CH2:28][CH2:27]3)=[O:22])=[CH:18][N:17]=2)=[CH:6][CH:7]=1. (3) Given the reactants C[Si](C)(C)N[Si](C)(C)C.[Li].[C:11]([N:19]1[C:24](=[O:25])[CH:23]=[C:22]2[S:26][CH:27]=[CH:28][N:21]2[C:20]1=[O:29])(=[O:18])[C:12]1[CH:17]=[CH:16][CH:15]=[CH:14][CH:13]=1.[CH2:30]([N:37]=[C:38]=[O:39])[C:31]1[CH:36]=[CH:35][CH:34]=[CH:33][CH:32]=1.[Cl-].[NH4+], predict the reaction product. The product is: [CH2:30]([NH:37][C:38]([C:27]1[S:26][C:22]2[N:21]([C:20](=[O:29])[N:19]([C:11](=[O:18])[C:12]3[CH:13]=[CH:14][CH:15]=[CH:16][CH:17]=3)[C:24](=[O:25])[CH:23]=2)[CH:28]=1)=[O:39])[C:31]1[CH:36]=[CH:35][CH:34]=[CH:33][CH:32]=1. (4) Given the reactants ClC1C(C(OC)=O)=CC=C2C=1C=CN2.[NH2:15][C:16]1[C:25]([CH2:26][CH:27]([CH3:29])[CH3:28])=[CH:24][C:19]([C:20]([O:22][CH3:23])=[O:21])=[C:18]([Cl:30])[C:17]=1[C:31]#[CH:32], predict the reaction product. The product is: [Cl:30][C:18]1[C:19]([C:20]([O:22][CH3:23])=[O:21])=[CH:24][C:25]([CH2:26][CH:27]([CH3:28])[CH3:29])=[C:16]2[C:17]=1[CH:31]=[CH:32][NH:15]2. (5) Given the reactants [F:1][C:2]1([F:26])[CH2:7][CH2:6][C:5]([CH2:9][NH:10][C:11]([C:13]2[C:14]3[CH:15]=[CH:16][C:17](Cl)=[N:18][C:19]=3[CH:20]=[CH:21][C:22]=2[Cl:23])=[O:12])([OH:8])[CH2:4][CH:3]1[CH3:25].CCN(C(C)C)C(C)C.[F:36][C@@H:37]1[CH2:41][CH2:40][NH:39][CH2:38]1, predict the reaction product. The product is: [F:1][C:2]1([F:26])[CH2:7][CH2:6][C:5]([CH2:9][NH:10][C:11]([C:13]2[C:14]3[CH:15]=[CH:16][C:17]([N:39]4[CH2:40][CH2:41][C@@H:37]([F:36])[CH2:38]4)=[N:18][C:19]=3[CH:20]=[CH:21][C:22]=2[Cl:23])=[O:12])([OH:8])[CH2:4][CH:3]1[CH3:25]. (6) Given the reactants [N+:1]([C:4]1[CH:5]=[C:6]([CH:20]=[CH:21][C:22]=1[N+:23]([O-])=O)[CH2:7][N:8]1[CH2:13][CH2:12][CH:11]([N:14]2[CH2:19][CH2:18][CH2:17][CH2:16][CH2:15]2)[CH2:10][CH2:9]1)([O-])=O, predict the reaction product. The product is: [N:14]1([CH:11]2[CH2:12][CH2:13][N:8]([CH2:7][C:6]3[CH:5]=[C:4]([NH2:1])[C:22]([NH2:23])=[CH:21][CH:20]=3)[CH2:9][CH2:10]2)[CH2:19][CH2:18][CH2:17][CH2:16][CH2:15]1. (7) Given the reactants Cl[C:2]1[C:7]([CH:8]=[O:9])=[C:6]([Cl:10])[N:5]=[C:4]([S:11][CH3:12])[N:3]=1.[F:13][C:14]1[CH:20]=[CH:19][CH:18]=[CH:17][C:15]=1[NH2:16], predict the reaction product. The product is: [Cl:10][C:6]1[C:7]([CH:8]=[O:9])=[C:2]([NH:16][C:15]2[CH:17]=[CH:18][CH:19]=[CH:20][C:14]=2[F:13])[N:3]=[C:4]([S:11][CH3:12])[N:5]=1. (8) Given the reactants CC1(C)C(C)(C)OB([C:9]2[CH:31]=[N:30][C:12]3[N:13]([CH2:22][O:23][CH2:24][CH2:25][Si:26]([CH3:29])([CH3:28])[CH3:27])[C:14]4[CH:19]=[N:18][C:17]([C:20]#[N:21])=[CH:16][C:15]=4[C:11]=3[CH:10]=2)O1.C[N+]1([O-])CC[O:37]CC1, predict the reaction product. The product is: [OH:37][C:9]1[CH:31]=[N:30][C:12]2[N:13]([CH2:22][O:23][CH2:24][CH2:25][Si:26]([CH3:27])([CH3:28])[CH3:29])[C:14]3[CH:19]=[N:18][C:17]([C:20]#[N:21])=[CH:16][C:15]=3[C:11]=2[CH:10]=1. (9) Given the reactants [Cl:1][C:2]1[N:7]=[CH:6][C:5]([O:8][C:9]2[C:14]([F:15])=[CH:13][C:12]([CH2:16][OH:17])=[CH:11][C:10]=2[F:18])=[CH:4][CH:3]=1.Cl[C:20]1[CH:21]=[C:22]2[N:29]([CH3:30])[C:28]([CH3:32])([CH3:31])[CH2:27][N:23]2[C:24](=[O:26])[N:25]=1, predict the reaction product. The product is: [Cl:1][C:2]1[N:7]=[CH:6][C:5]([O:8][C:9]2[C:14]([F:15])=[CH:13][C:12]([CH2:16][O:17][C:20]3[CH:21]=[C:22]4[N:29]([CH3:30])[C:28]([CH3:32])([CH3:31])[CH2:27][N:23]4[C:24](=[O:26])[N:25]=3)=[CH:11][C:10]=2[F:18])=[CH:4][CH:3]=1. (10) Given the reactants [CH2:1]([N:5]1[C:10](=[O:11])[C:9](COS(C)(=O)=O)=[CH:8][C:7]([C:18]2[CH:23]=[CH:22][CH:21]=[CH:20][CH:19]=2)=[N:6]1)[CH:2]([CH3:4])[CH3:3].[N:24]1([C:30]([O:32][C:33]([CH3:36])([CH3:35])[CH3:34])=[O:31])[CH2:29][CH2:28][NH:27][CH2:26][CH2:25]1.[CH3:37]N(C)C=O, predict the reaction product. The product is: [C:33]([O:32][C:30]([N:24]1[CH2:29][CH2:28][N:27]([C:9]2[C:10](=[O:11])[N:5]([CH2:1][CH:2]([CH3:3])[CH3:4])[N:6]=[C:7]([C:18]3[CH:19]=[CH:20][CH:21]=[CH:22][CH:23]=3)[C:8]=2[CH3:37])[CH2:26][CH2:25]1)=[O:31])([CH3:36])([CH3:35])[CH3:34].